Dataset: Experimentally validated miRNA-target interactions with 360,000+ pairs, plus equal number of negative samples. Task: Binary Classification. Given a miRNA mature sequence and a target amino acid sequence, predict their likelihood of interaction. (1) The miRNA is hsa-miR-431-5p with sequence UGUCUUGCAGGCCGUCAUGCA. The protein sequence of the target gene is MSGFNFGGTGAPAGGFTFGTAKTATTTPATGFSFSASGTGTGGFNFGTPSQPAATTPSTSLFSLTTQTPTTQTPGFNFGTTPASGGTGFSLGISTPKLSLSNAAATPATANTGSFGLGSSTLTNAISSGSTSNQGTAPTGFVFGSSTTSAPSTGSTGFSFTSGSASQPGASGFSLGSVGSSAQPTALSGSPFTPATLVTTTAGATQPAAAAPTAATTSAGSTLFASIAAAPASSSATGLSLPAPVTTAATPSAGTLGFSLKAPGAAPGASTTSTTTTTTTTTTTAAAAAASTTTTGFALS.... Result: 0 (no interaction). (2) The miRNA is hsa-miR-26b-5p with sequence UUCAAGUAAUUCAGGAUAGGU. The protein sequence of the target gene is MAAVLALRVVAGLAAAALVAMLLEHYGLAGQPSPLPRPAPPRRPHPAPGPGDSNIFWGLQISDIHLSRFRDPGRAVDLEKFCSETIDIIQPALVLATGDLTDAKTKEQLGSRQHEVEWQTYQGILKKTRVMEKTKWLDIKGNHDAFNIPSLDSIKNYYRKYSAVRRDGSFHYVHSTPFGNYSFICVDATVNPGPKRPYNFFGILDKKKMEELLLLAKESSRSNHTIWFGHFTTSTILSPSPGIRSIMSSAIAYLCGHLHTLGGLMPVLHTRHFQGTLELEVGDWKDNRRYRIFAFDHDLF.... Result: 1 (interaction). (3) The miRNA is mmu-miR-149-5p with sequence UCUGGCUCCGUGUCUUCACUCCC. The protein sequence of the target gene is MGCKNLLGLGQQMLRRKVVDCSREESRLSRCLNTYDLVALGVGSTLGAGVYVLAGAVARENAGPAIVISFLIAALASVLAGLCYGEFGARVPKTGSAYLYSYVTVGELWAFITGWNLILSYIIGTSSVARAWSATFDELIGKPIGEFSRQHMALNAPGVLAQTPDIFAVIIIIILTGLLTLGVKESAMVNKIFTCINVLVLCFIVVSGFVKGSIKNWQLTEKNFSCNNNDTNVKYGEGGFMPFGFSGVLSGAATCFYAFVGFDCIATTGEEVKNPQKAIPVGIVASLLICFIAYFGVSAA.... Result: 1 (interaction). (4) The miRNA is hsa-miR-450a-1-3p with sequence AUUGGGAACAUUUUGCAUGUAU. The protein sequence of the target gene is MSIAIPLGVTTSDTSYSDMAAGSDPESVEASPAVNEKSVYSTHNYGTTQRHGCRGLPYATIIPRSDLNGLPSPVEERCGDSPNSEGETVPTWCPCGLSQDGFLLNCDKCRGMSRGKVIRLHRRKQDNISGGDSSATESWDEELSPSTVLYTATQHTPTSITLTVRRTKPKKRKKSPEKGRAAPKTKKIKNSPSEAQNLDENTTEGWENRIRLWTDQYEEAFTNQYSADVQNALEQHLHSSKEFVGKPTILDTINKTELACNNTVIGSQMQLQLGRVTRVQKHRKILRAARDLALDTLIIE.... Result: 1 (interaction). (5) Result: 0 (no interaction). The miRNA is hsa-miR-6813-3p with sequence AACCUUGGCCCCUCUCCCCAG. The protein sequence of the target gene is MAVQESAAQLSMTLKVQEYPTLKVPYETLNKRFRAAQKNIDRETSHVTMVVAELEKTLSGCPAVDSVVSLLDGVVEKLSVLKRKAVESIQAEDESAKLCKRRIEHLKEHSSDQPAAASVWKRKRMDRMMVEHLLRCGYYNTAVKLARQSGIEDLVNIEMFLTAKEVEESLERRETATCLAWCHDNKSRLRKMKSCLEFSLRIQEFIELIRQNKRLDAVRHARKHFSQAEGSQLDEVRQAMGMLAFPPDTHISPYKDLLDPARWRMLIQQFRYDNYRLHQLGNNSVFTLTLQAGLSAIKTP.... (6) The miRNA is hsa-miR-204-5p with sequence UUCCCUUUGUCAUCCUAUGCCU. The protein sequence of the target gene is MTCCEGWTSCNGFSLLVLLLLGVVLNAIPLIVSLVEEDQFSQNPISCFEWWFPGIIGAGLMAIPATTMSLTARKRACCNNRTGMFLSSLFSVITVIGALYCMLISIQALLKGPLMCNSPSNSNANCEFSLKNISDIHPESFNLQWFFNDSCAPPTGFNKPTSNDTMASGWRASSFHFDSEENKHRLIHFSVFLGLLLVGILEVLFGLSQIVIGFLGCLCGVSKRRSQIV. Result: 1 (interaction). (7) The miRNA is hsa-miR-3135a with sequence UGCCUAGGCUGAGACUGCAGUG. The protein sequence of the target gene is MVKAGELVEQQKAAMEEEANAEAAEDQEEPEDTACSSSSKKKKKVVPGIVYLGHVPPRFRPLHVRNLLSAYGEVGRVFFQAEDHFVKRKKKAAAAAGGKKGAKYSKDYTEGWVEFRDKRVAKRVAASLHNTPMGARKRSPFRYDLWNLKYLHRFTWSHLSEHLAFERQVRRQRLRAEVAQAKRETDFYLRNVEQGQHFLAADGDATRPNSSWTFTQRPTEQEFRARKAARPGGRERARLANVEDQARSNRGLLAKIFGAPLPAESKEKP. Result: 0 (no interaction). (8) The miRNA is hsa-miR-33a-5p with sequence GUGCAUUGUAGUUGCAUUGCA. The protein sequence of the target gene is MSAAAYMDFVAAQCLVSISNRAAVPEHGVAPDAERLRLPEREVTKEHGDPGDTWKDYCTLVTIAKSLLDLNKYRPIQTPSVCSDSLESPDEDMGSDSDVTTESGSSPSHSPEERQDPGSAPSPLSLLHPGVAAKGKHASEKRHKCPYSGCGKVYGKSSHLKAHYRVHTGERPFPCTWPDCLKKFSRSDELTRHYRTHTGEKQFRCPLCEKRFMRSDHLTKHARRHTEFHPSMIKRSKKALANAL. Result: 1 (interaction).